From a dataset of Reaction yield outcomes from USPTO patents with 853,638 reactions. Predict the reaction yield, written as a fraction of the theoretical maximum amount of product (1.0 means a 100% yield; for example, 0.34 means a 34% yield). (1) The reactants are C(OC1C=CC2SC([NH:12][C:13]([C:15]3[O:16][C:17]4[C:22]([C:23](=[O:25])[CH:24]=3)=[CH:21][CH:20]=[CH:19][C:18]=4[N:26]3[CH2:31][CH2:30][N:29]([CH3:32])[CH2:28][CH2:27]3)=[O:14])=NC=2C=1)C.[O:34]1[CH2:39][CH2:38][N:37]([C:40]2[CH:46]=[CH:45][C:43](N)=[CH:42][CH:41]=2)[CH2:36][CH2:35]1.CN([C:50]([O:54]N1N=NC2C=CC=CC1=2)=[N+](C)C)C.[B-](F)(F)(F)F.[CH:69]1C=CC2N(O)N=NC=2C=1. The catalyst is CN(C=O)C. The product is [N:37]1([C:40]2[CH:46]=[CH:45][C:43]([NH:12][C:13]([C:15]3[O:16][C:17]4[C:22]([C:23](=[O:25])[CH:24]=3)=[CH:21][C:20]([O:54][CH3:50])=[CH:19][C:18]=4[N:26]3[CH2:31][CH2:69][CH2:30][N:29]([CH3:32])[CH2:28][CH2:27]3)=[O:14])=[CH:42][CH:41]=2)[CH2:38][CH2:39][O:34][CH2:35][CH2:36]1. The yield is 0.790. (2) The reactants are BrC1C=CC(N=C=S)=CC=1.NC1C=C(C)C=CC=1O.[Br:20][C:21]1[CH:26]=[CH:25][C:24]([NH:27][C:28]([NH:30][C:31]2[CH:36]=[C:35]([CH3:37])[CH:34]=[CH:33][C:32]=2[OH:38])=S)=[CH:23][CH:22]=1.C(N(CC)CC)C. The yield is 0.950. The catalyst is O1CCCC1.S([O-])([O-])(=O)=O.[Cu+2].C(#N)C. The product is [Br:20][C:21]1[CH:26]=[CH:25][C:24]([NH:27][C:28]2[O:38][C:32]3[CH:33]=[CH:34][C:35]([CH3:37])=[CH:36][C:31]=3[N:30]=2)=[CH:23][CH:22]=1. (3) The reactants are N1(O[P+](N(C)C)(N(C)C)N(C)C)C2C=CC=CC=2N=N1.F[P-](F)(F)(F)(F)F.[Cl:28][C:29]1[CH:34]=[CH:33][C:32]([C:35]2[N:39]([C:40]3[CH:45]=[CH:44][C:43]([Cl:46])=[CH:42][C:41]=3[Cl:47])[N:38]=[C:37]([C:48]([OH:50])=O)[C:36]=2[CH3:51])=[CH:31][CH:30]=1.[NH2:52][CH:53]1[CH2:58][CH2:57][N:56]([C:59]([O:61][C:62]([CH3:65])([CH3:64])[CH3:63])=[O:60])[CH2:55][CH2:54]1.C(N(CC)CC)C. The catalyst is O1CCCC1. The product is [Cl:28][C:29]1[CH:30]=[CH:31][C:32]([C:35]2[N:39]([C:40]3[CH:45]=[CH:44][C:43]([Cl:46])=[CH:42][C:41]=3[Cl:47])[N:38]=[C:37]([C:48]([NH:52][CH:53]3[CH2:54][CH2:55][N:56]([C:59]([O:61][C:62]([CH3:65])([CH3:64])[CH3:63])=[O:60])[CH2:57][CH2:58]3)=[O:50])[C:36]=2[CH3:51])=[CH:33][CH:34]=1. The yield is 0.880. (4) The reactants are [C:1]([O:5][C:6]([CH:8](P(OC)(OC)=O)[C:9]([O:11][CH3:12])=[O:10])=[O:7])([CH3:4])([CH3:3])[CH3:2].C1CCN2C(=NCCC2)CC1.[CH3:30][C:31]1([CH3:42])[O:35][C:34]2[CH:36]=[CH:37][C:38]([CH:40]=O)=[CH:39][C:33]=2[O:32]1. The catalyst is C(Cl)Cl.[Cl-].[NH4+]. The product is [C:1]([O:5][C:6](/[C:8](=[CH:40]\[C:38]1[CH:37]=[CH:36][C:34]2[O:35][C:31]([CH3:42])([CH3:30])[O:32][C:33]=2[CH:39]=1)/[C:9]([O:11][CH3:12])=[O:10])=[O:7])([CH3:2])([CH3:3])[CH3:4]. The yield is 0.851. (5) The reactants are Cl.[F:2][C:3]1[CH:8]=[CH:7][C:6]([S:9]([C:12](CC2C=CC(C3SC=CN=3)=CC=2)([NH2:24])[C:13]2[N:18]=[C:17]([NH:19][CH2:20][C:21]([OH:23])=[O:22])[CH:16]=[CH:15][CH:14]=2)(=[O:11])=[O:10])=[CH:5][CH:4]=1.Cl.N1C=CC=C(S(C(N[CH2:60][C:61]2[CH:66]=[CH:65][C:64]([C:67]3[S:68][CH:69]=[CH:70][N:71]=3)=[CH:63][CH:62]=2)C2N=C(NCC(O)=O)C=CC=2)(=O)=O)C=1. No catalyst specified. The product is [F:2][C:3]1[CH:8]=[CH:7][C:6]([S:9]([CH:12]([NH:24][CH2:60][C:61]2[CH:62]=[CH:63][C:64]([C:67]3[S:68][CH:69]=[CH:70][N:71]=3)=[CH:65][CH:66]=2)[C:13]2[N:18]=[C:17]([NH:19][CH2:20][C:21]([OH:23])=[O:22])[CH:16]=[CH:15][CH:14]=2)(=[O:11])=[O:10])=[CH:5][CH:4]=1. The yield is 0.950. (6) The yield is 0.320. The catalyst is C1(C)C(C)=CC=CC=1. The product is [S:37]1[C:4]2[CH:10]=[CH:9][CH:8]=[CH:7][C:5]=2[N:6]=[C:2]1[NH:11][C:12]1[CH:17]=[CH:16][C:15]([CH2:18][C:19]([O:21][CH3:22])=[O:20])=[CH:14][C:13]=1[Cl:23]. The reactants are Cl[C:2]1O[C:4]2[CH:10]=[CH:9][CH:8]=[CH:7][C:5]=2[N:6]=1.[NH2:11][C:12]1[CH:17]=[CH:16][C:15]([CH2:18][C:19]([O:21][CH3:22])=[O:20])=[CH:14][C:13]=1[Cl:23].[NH+]1C=CC=CC=1.CC1C=CC([S:37](O)(=O)=O)=CC=1. (7) The reactants are [CH:1]([C:3]1[CH:8]=[CH:7][CH:6]=[CH:5][C:4]=1[C:9]1[N:13]([S:14]([C:17]2[CH:18]=[N:19][CH:20]=[CH:21][CH:22]=2)(=[O:16])=[O:15])[CH:12]=[C:11]([CH2:23][N:24]([CH3:32])[C:25](=[O:31])[O:26][C:27]([CH3:30])([CH3:29])[CH3:28])[CH:10]=1)=[O:2].[BH4-].[Na+].CO.O. The catalyst is O1CCCC1. The product is [C:27]([O:26][C:25](=[O:31])[N:24]([CH2:23][C:11]1[CH:10]=[C:9]([C:4]2[CH:5]=[CH:6][CH:7]=[CH:8][C:3]=2[CH2:1][OH:2])[N:13]([S:14]([C:17]2[CH:18]=[N:19][CH:20]=[CH:21][CH:22]=2)(=[O:16])=[O:15])[CH:12]=1)[CH3:32])([CH3:30])([CH3:28])[CH3:29]. The yield is 0.600.